Dataset: Experimental lipophilicity measurements (octanol/water distribution) for 4,200 compounds from AstraZeneca. Task: Regression/Classification. Given a drug SMILES string, predict its absorption, distribution, metabolism, or excretion properties. Task type varies by dataset: regression for continuous measurements (e.g., permeability, clearance, half-life) or binary classification for categorical outcomes (e.g., BBB penetration, CYP inhibition). For this dataset (lipophilicity_astrazeneca), we predict Y. The molecule is Nc1nc(-c2ccccn2)nc(N)c1Cc1ccccc1F. The Y is 2.12 logD.